This data is from Full USPTO retrosynthesis dataset with 1.9M reactions from patents (1976-2016). The task is: Predict the reactants needed to synthesize the given product. (1) Given the product [CH3:18][C:13]1=[N:14][NH:15][C:16](=[O:17])/[C:12]/1=[C:4]1\[NH:5][C:6]2[C:11]([C:2]([S:26][C:22]3[CH:21]=[C:20]([CH3:19])[CH:25]=[CH:24][CH:23]=3)=[CH:3]\1)=[CH:10][CH:9]=[CH:8][CH:7]=2, predict the reactants needed to synthesize it. The reactants are: Cl[C:2]1[C:11]2[C:6](=[CH:7][CH:8]=[CH:9][CH:10]=2)[NH:5]/[C:4](=[C:12]2/[C:13]([CH3:18])=[N:14][NH:15][C:16]/2=[O:17])/[CH:3]=1.[CH3:19][C:20]1[CH:21]=[C:22]([SH:26])[CH:23]=[CH:24][CH:25]=1. (2) Given the product [F:15][C:7]1[CH:6]=[C:5]([CH:10]=[C:9]([S:11]([CH3:14])(=[O:13])=[O:12])[CH:8]=1)[O:4][CH2:3][CH2:2][NH:21][CH:16]1[CH2:20][CH2:19][CH2:18][CH2:17]1, predict the reactants needed to synthesize it. The reactants are: Br[CH2:2][CH2:3][O:4][C:5]1[CH:10]=[C:9]([S:11]([CH3:14])(=[O:13])=[O:12])[CH:8]=[C:7]([F:15])[CH:6]=1.[CH:16]1([NH2:21])[CH2:20][CH2:19][CH2:18][CH2:17]1. (3) Given the product [N:19]1[CH:24]=[CH:23][CH:22]=[C:21]([C:2]2[N:18]=[C:5]3[CH:6]=[C:7]([NH:10][C:11](=[O:17])[O:12][C:13]([CH3:16])([CH3:15])[CH3:14])[CH:8]=[CH:9][N:4]3[N:3]=2)[CH:20]=1, predict the reactants needed to synthesize it. The reactants are: Br[C:2]1[N:18]=[C:5]2[CH:6]=[C:7]([NH:10][C:11](=[O:17])[O:12][C:13]([CH3:16])([CH3:15])[CH3:14])[CH:8]=[CH:9][N:4]2[N:3]=1.[N:19]1[CH:24]=[CH:23][CH:22]=[C:21](B(O)O)[CH:20]=1.